Task: Predict the reaction yield, written as a fraction of the theoretical maximum amount of product (1.0 means a 100% yield; for example, 0.34 means a 34% yield).. Dataset: Reaction yield outcomes from USPTO patents with 853,638 reactions (1) The reactants are Br[C:2]1[S:3][CH:4]=[CH:5][N:6]=1.[C:7]([C:9]1[CH:10]=[C:11](B(O)O)[CH:12]=[CH:13][C:14]=1[F:15])#[N:8].C([O-])([O-])=O.[K+].[K+].N#N. The catalyst is C1C=CC([P]([Pd]([P](C2C=CC=CC=2)(C2C=CC=CC=2)C2C=CC=CC=2)([P](C2C=CC=CC=2)(C2C=CC=CC=2)C2C=CC=CC=2)[P](C2C=CC=CC=2)(C2C=CC=CC=2)C2C=CC=CC=2)(C2C=CC=CC=2)C2C=CC=CC=2)=CC=1.COCCOC.O. The product is [F:15][C:14]1[CH:13]=[CH:12][C:11]([C:2]2[S:3][CH:4]=[CH:5][N:6]=2)=[CH:10][C:9]=1[C:7]#[N:8]. The yield is 0.710. (2) The reactants are Cl.[O:2]=[C:3]1[N:7]2[CH2:8][CH2:9][N:10]([C:12]([NH:14][CH2:15][CH2:16][NH:17][CH2:18][CH:19]=[CH2:20])=[O:13])[CH2:11][CH:6]2[C:5]([C:27]2[CH:32]=[CH:31][CH:30]=[CH:29][CH:28]=2)([C:21]2[CH:26]=[CH:25][CH:24]=[CH:23][CH:22]=2)[O:4]1.C(=O)([O-])O.[Na+].C(N(CC)CC)C.[C:45](OC(=O)C)(=[O:47])[CH3:46]. The catalyst is C(OCC)(=O)C. The product is [C:45]([N:17]([CH2:18][CH:19]=[CH2:20])[CH2:16][CH2:15][NH:14][C:12]([N:10]1[CH2:9][CH2:8][N:7]2[C:3](=[O:2])[O:4][C:5]([C:21]3[CH:22]=[CH:23][CH:24]=[CH:25][CH:26]=3)([C:27]3[CH:32]=[CH:31][CH:30]=[CH:29][CH:28]=3)[CH:6]2[CH2:11]1)=[O:13])(=[O:47])[CH3:46]. The yield is 0.680. (3) The reactants are [Cl:1][C:2]1[CH:7]=[CH:6][C:5]([C@H:8]2[CH2:13][C@H:12]([C:14](=[O:21])[CH2:15][C:16](OCC)=[O:17])[CH2:11][CH2:10][N:9]2[C:22]([O:24][CH3:25])=[O:23])=[CH:4][CH:3]=1.[OH-].[Na+].[NH2:28]O.Cl. The catalyst is CO. The product is [Cl:1][C:2]1[CH:7]=[CH:6][C:5]([C@H:8]2[CH2:13][C@H:12]([C:14]3[O:21][NH:28][C:16](=[O:17])[CH:15]=3)[CH2:11][CH2:10][N:9]2[C:22]([O:24][CH3:25])=[O:23])=[CH:4][CH:3]=1. The yield is 0.920. (4) The reactants are [CH2:1]1[C:6]2([CH2:11][CH2:10][N:9]([C:12]3[CH:21]=[C:20]4[C:15]([CH:16]=[CH:17][C:18]([C:22]([OH:24])=O)=[N:19]4)=[CH:14][CH:13]=3)[CH2:8][CH2:7]2)[CH2:5][CH2:4][O:3][CH2:2]1.[NH2:25][C:26]1[CH:27]=[N:28][CH:29]=[CH:30][C:31]=1[N:32]1[CH2:37][C@H:36]([CH3:38])[C@@H:35]([O:39][Si](C(C)(C)C)(C)C)[C@H:34]([NH:47]C(=O)OC(C)(C)C)[CH2:33]1.CN(C(ON1N=NC2C=CC=NC1=2)=[N+](C)C)C.F[P-](F)(F)(F)(F)F.CCN(C(C)C)C(C)C.Cl.O1CCOCC1. The catalyst is CN(C=O)C. The product is [NH2:47][C@H:34]1[C@H:35]([OH:39])[C@@H:36]([CH3:38])[CH2:37][N:32]([C:31]2[CH:30]=[CH:29][N:28]=[CH:27][C:26]=2[NH:25][C:22]([C:18]2[CH:17]=[CH:16][C:15]3[C:20](=[CH:21][C:12]([N:9]4[CH2:10][CH2:11][C:6]5([CH2:1][CH2:2][O:3][CH2:4][CH2:5]5)[CH2:7][CH2:8]4)=[CH:13][CH:14]=3)[N:19]=2)=[O:24])[CH2:33]1. The yield is 0.400. (5) The catalyst is CO. The product is [N:4]([C@@H:7]1[C@@H:12]([OH:13])[C@H:11]([O:14][CH2:15][C:16]2[CH:25]=[CH:24][C:23]3[C:18](=[CH:19][CH:20]=[CH:21][CH:22]=3)[CH:17]=2)[C@@H:10]([CH2:26][O:27][C:28]([CH3:29])([CH3:30])[CH3:31])[O:9][C@@:8]1([SiH:58]([C:65]1[CH:70]=[CH:69][CH:68]=[CH:67][CH:66]=1)[C:59]1[CH:64]=[CH:63][CH:62]=[CH:61][CH:60]=1)[O:32][C@@H:33]1[C@@H:38]2[CH2:39][O:40][C@@H:36]([O:37]2)[C@H:35]([OH:41])[C@H:34]1[O:50][CH2:51][C:52]1[CH:53]=[CH:54][CH:55]=[CH:56][CH:57]=1)=[N+:5]=[N-:6]. The yield is 0.920. The reactants are C[O-].[Na+].[N:4]([C@@H:7]1[C@@H:12]([OH:13])[C@H:11]([O:14][CH2:15][C:16]2[CH:25]=[CH:24][C:23]3[C:18](=[CH:19][CH:20]=[CH:21][CH:22]=3)[CH:17]=2)[C@@H:10]([CH2:26][O:27][C:28]([CH3:31])([CH3:30])[CH3:29])[O:9][C@@:8]1([SiH:58]([C:65]1[CH:70]=[CH:69][CH:68]=[CH:67][CH:66]=1)[C:59]1[CH:64]=[CH:63][CH:62]=[CH:61][CH:60]=1)[O:32][C@@H:33]1[C@@H:38]2[CH2:39][O:40][C@@H:36]([O:37]2)[C@H:35]([O:41]C(=O)C2C=CC=CC=2)[C@H:34]1[O:50][CH2:51][C:52]1[CH:57]=[CH:56][CH:55]=[CH:54][CH:53]=1)=[N+:5]=[N-:6]. (6) The reactants are O=[C:2]1[N:11]([C:12]2[CH:17]=[CH:16][CH:15]=[CH:14][CH:13]=2)[C:10](=[O:18])[C:9]2[C:4](=[CH:5][C:6]([C:19]([O:21][CH3:22])=[O:20])=[CH:7][CH:8]=2)[NH:3]1.P(Cl)(Cl)([Cl:25])=O.C(N(CC)C(C)C)(C)C. The product is [Cl:25][C:2]1[N:11]([C:12]2[CH:17]=[CH:16][CH:15]=[CH:14][CH:13]=2)[C:10](=[O:18])[C:9]2[C:4](=[CH:5][C:6]([C:19]([O:21][CH3:22])=[O:20])=[CH:7][CH:8]=2)[N:3]=1. The yield is 0.770. No catalyst specified.